From a dataset of Full USPTO retrosynthesis dataset with 1.9M reactions from patents (1976-2016). Predict the reactants needed to synthesize the given product. Given the product [NH2:27][C:17]1[C:16]2[N:15]=[C:14]([CH2:28][O:29][CH2:30][CH3:31])[N:13]([CH2:12][C:11]([NH:10][S:35]([CH3:34])(=[O:37])=[O:36])([CH3:32])[CH3:33])[C:25]=2[C:24]2[N:23]=[CH:22][C:21]([Br:26])=[CH:20][C:19]=2[N:18]=1, predict the reactants needed to synthesize it. The reactants are: C(N(CC)CC)C.Cl.Cl.[NH2:10][C:11]([CH3:33])([CH3:32])[CH2:12][N:13]1[C:25]2[C:24]3[N:23]=[CH:22][C:21]([Br:26])=[CH:20][C:19]=3[N:18]=[C:17]([NH2:27])[C:16]=2[N:15]=[C:14]1[CH2:28][O:29][CH2:30][CH3:31].[CH3:34][S:35](Cl)(=[O:37])=[O:36].